This data is from Reaction yield outcomes from USPTO patents with 853,638 reactions. The task is: Predict the reaction yield, written as a fraction of the theoretical maximum amount of product (1.0 means a 100% yield; for example, 0.34 means a 34% yield). (1) The yield is 0.190. The reactants are [O:1]=[C:2]1[NH:7][C:6]2[CH:8]=[C:9]([CH2:12][N:13]3[CH2:18][CH2:17][N:16]([C:19]4[CH:27]=[CH:26][C:22]([C:23](O)=[O:24])=[CH:21][CH:20]=4)[CH2:15][CH2:14]3)[CH:10]=[N:11][C:5]=2[N:4]2[CH2:28][CH2:29][CH2:30][C@@H:3]12.Cl.[CH3:32][NH:33][CH3:34].CN(C(ON1N=NC2C=CC=NC1=2)=[N+](C)C)C.F[P-](F)(F)(F)(F)F.CN1CCOCC1. The catalyst is CN(C=O)C. The product is [CH3:32][N:33]([CH3:34])[C:23](=[O:24])[C:22]1[CH:26]=[CH:27][C:19]([N:16]2[CH2:15][CH2:14][N:13]([CH2:12][C:9]3[CH:10]=[N:11][C:5]4[N:4]5[CH2:28][CH2:29][CH2:30][C@H:3]5[C:2](=[O:1])[NH:7][C:6]=4[CH:8]=3)[CH2:18][CH2:17]2)=[CH:20][CH:21]=1. (2) The reactants are [NH2:1][C:2]1[C:7]([O:8][CH2:9][CH:10]2[CH2:15][CH2:14][N:13]([C:16]([O:18][C:19]([CH3:22])([CH3:21])[CH3:20])=[O:17])[CH2:12][CH2:11]2)=[CH:6][C:5](B2OC(C)(C)C(C)(C)O2)=[CH:4][N:3]=1.I[C:33]1[N:37]([CH3:38])[N:36]=[N:35][CH:34]=1.C([O-])([O-])=O.[Cs+].[Cs+]. The catalyst is CCO.C1(C)C=CC=CC=1.C1C=CC([P]([Pd]([P](C2C=CC=CC=2)(C2C=CC=CC=2)C2C=CC=CC=2)([P](C2C=CC=CC=2)(C2C=CC=CC=2)C2C=CC=CC=2)[P](C2C=CC=CC=2)(C2C=CC=CC=2)C2C=CC=CC=2)(C2C=CC=CC=2)C2C=CC=CC=2)=CC=1. The product is [NH2:1][C:2]1[C:7]([O:8][CH2:9][CH:10]2[CH2:15][CH2:14][N:13]([C:16]([O:18][C:19]([CH3:22])([CH3:20])[CH3:21])=[O:17])[CH2:12][CH2:11]2)=[CH:6][C:5]([C:33]2[N:37]([CH3:38])[N:36]=[N:35][CH:34]=2)=[CH:4][N:3]=1. The yield is 0.840. (3) The product is [Cl:89][C:87]1[CH:88]=[C:83]([O:82][CH:79]2[CH2:78][CH2:77][N:76]([C:74](=[O:75])[CH2:73][NH:72][C:22]([C:19]3[CH:18]=[C:17]([C:13]4[CH:14]=[CH:15][CH:16]=[C:11]([F:10])[CH:12]=4)[NH:21][N:20]=3)=[O:24])[CH2:81][CH2:80]2)[CH:84]=[N:85][CH:86]=1. The reactants are CCN(C(C)C)C(C)C.[F:10][C:11]1[CH:12]=[C:13]([C:17]2[NH:21][N:20]=[C:19]([C:22]([OH:24])=O)[CH:18]=2)[CH:14]=[CH:15][CH:16]=1.C1(C2NN=C(C(O)=O)C=2)C=CC=CC=1.FC1C=C(C(=O)C)C=CC=1.C1C=CC2N(O)N=NC=2C=1.CCN=C=NCCCN(C)C.Cl.Cl.[NH2:72][CH2:73][C:74]([N:76]1[CH2:81][CH2:80][CH:79]([O:82][C:83]2[CH:84]=[N:85][CH:86]=[C:87]([Cl:89])[CH:88]=2)[CH2:78][CH2:77]1)=[O:75]. The catalyst is CN(C=O)C.O. The yield is 0.435. (4) The reactants are Cl[C:2]1[C:11]([CH2:12]O)=[CH:10][C:9]2[C:4](=[C:5]([CH3:15])[CH:6]=[CH:7][C:8]=2[Cl:14])[N:3]=1.[C:16]1([CH3:25])[CH:21]=[CH:20][CH:19]=[CH:18][C:17]=1B(O)O.C([O-])([O-])=O.[K+].[K+].P(Br)(Br)Br.[SH:36][C:37]1[N:45]=[CH:44][N:43]=[C:42]2[C:38]=1[NH:39][CH:40]=[N:41]2. The catalyst is COCCOC.O.CN(C=O)C.CCOC(C)=O.C1C=CC([P]([Pd]([P](C2C=CC=CC=2)(C2C=CC=CC=2)C2C=CC=CC=2)([P](C2C=CC=CC=2)(C2C=CC=CC=2)C2C=CC=CC=2)[P](C2C=CC=CC=2)(C2C=CC=CC=2)C2C=CC=CC=2)(C2C=CC=CC=2)C2C=CC=CC=2)=CC=1. The product is [Cl:14][C:8]1[CH:7]=[CH:6][C:5]([CH3:15])=[C:4]2[C:9]=1[CH:10]=[C:11]([CH2:12][S:36][C:37]1[N:45]=[CH:44][N:43]=[C:42]3[C:38]=1[NH:39][CH:40]=[N:41]3)[C:2]([C:17]1[CH:18]=[CH:19][CH:20]=[CH:21][C:16]=1[CH3:25])=[N:3]2. The yield is 0.160. (5) The reactants are [C:1]([C:4]1[C:9]([NH:10][C:11]([C:13]2[S:14][CH:15]=[C:16]([C:18]([F:21])([F:20])[F:19])[N:17]=2)=O)=[C:8]([Cl:22])[C:7]([O:23][CH3:24])=[CH:6][CH:5]=1)(=[O:3])[CH3:2].[OH-].[K+]. The catalyst is N1C=CC=CC=1. The product is [Cl:22][C:8]1[C:7]([O:23][CH3:24])=[CH:6][CH:5]=[C:4]2[C:9]=1[N:10]=[C:11]([C:13]1[S:14][CH:15]=[C:16]([C:18]([F:21])([F:20])[F:19])[N:17]=1)[CH:2]=[C:1]2[OH:3]. The yield is 0.310. (6) The reactants are [OH:1][C:2]1[CH:3]=[CH:4][C:5]([N+:12]([O-:14])=[O:13])=[C:6]([CH:11]=1)[C:7]([O:9][CH3:10])=[O:8].C(=O)([O-])[O-].[K+].[K+].Br[CH2:22][CH2:23][O:24][CH3:25]. The catalyst is CN(C=O)C.O. The product is [CH3:25][O:24][CH2:23][CH2:22][O:1][C:2]1[CH:3]=[CH:4][C:5]([N+:12]([O-:14])=[O:13])=[C:6]([CH:11]=1)[C:7]([O:9][CH3:10])=[O:8]. The yield is 0.770.